From a dataset of Reaction yield outcomes from USPTO patents with 853,638 reactions. Predict the reaction yield, written as a fraction of the theoretical maximum amount of product (1.0 means a 100% yield; for example, 0.34 means a 34% yield). (1) No catalyst specified. The yield is 0.977. The reactants are C(OC([N:8]1[CH2:13][CH2:12][N:11]([C:14]2C(=O)N(CC(C)C)N=[C:18]([C:21]3[CH:26]=[CH:25][C:24](C)=C(F)C=3)[C:19]=2C)[CH2:10][CH2:9]1)=O)(C)(C)C.[CH2:34]([N:38]1[C:43](=[O:44])[C:42]([CH2:45]OS(C)(=O)=O)=[CH:41][C:40]([C:51]2[CH:56]=[CH:55][C:54]([CH3:57])=[CH:53][CH:52]=2)=[N:39]1)[CH:35]([CH3:37])[CH3:36].C(N1CCNCC1)C1C=CC=CC=1. The product is [CH2:14]([N:11]1[CH2:10][CH2:9][N:8]([CH2:45][C:42]2[C:43](=[O:44])[N:38]([CH2:34][CH:35]([CH3:37])[CH3:36])[N:39]=[C:40]([C:51]3[CH:56]=[CH:55][C:54]([CH3:57])=[CH:53][CH:52]=3)[CH:41]=2)[CH2:13][CH2:12]1)[C:19]1[CH:18]=[CH:21][CH:26]=[CH:25][CH:24]=1. (2) The reactants are [Cl:1][C:2]1[CH:22]=[CH:21][CH:20]=[CH:19][C:3]=1[O:4][C:5]1[CH2:9][N:8]([C@@H:10]([CH2:14][CH2:15][S:16][CH3:17])[C:11]([OH:13])=O)[C:7](=[O:18])[CH:6]=1.[CH3:23][C:24]1([CH3:36])[O:28][C@H:27]([CH2:29][N:30]2[CH:34]=[CH:33][C:32]([NH2:35])=[N:31]2)[CH2:26][O:25]1.C(N(CC)C(C)C)(C)C.F[P-](F)(F)(F)(F)F.N1(O[P+](N(C)C)(N(C)C)N(C)C)C2C=CC=CC=2N=N1. The catalyst is CN(C)C=O.C(OCC)(=O)C. The product is [Cl:1][C:2]1[CH:22]=[CH:21][CH:20]=[CH:19][C:3]=1[O:4][C:5]1[CH2:9][N:8]([C@@H:10]([CH2:14][CH2:15][S:16][CH3:17])[C:11]([NH:35][C:32]2[CH:33]=[CH:34][N:30]([CH2:29][C@@H:27]3[CH2:26][O:25][C:24]([CH3:36])([CH3:23])[O:28]3)[N:31]=2)=[O:13])[C:7](=[O:18])[CH:6]=1. The yield is 0.460. (3) The reactants are [CH3:1][S:2](Cl)(=[O:4])=[O:3].[F:6][CH2:7][CH2:8][CH2:9][OH:10]. The catalyst is C(Cl)Cl. The product is [CH3:1][S:2]([O:10][CH2:9][CH2:8][CH2:7][F:6])(=[O:4])=[O:3]. The yield is 0.936.